From a dataset of Forward reaction prediction with 1.9M reactions from USPTO patents (1976-2016). Predict the product of the given reaction. (1) The product is: [CH:1]1([C:7]2[CH:11]=[C:10]([C:12]3[CH:13]=[CH:14][C:15]([O:18][C:19]([F:21])([F:20])[F:22])=[CH:16][CH:17]=3)[N:9]([CH2:23][C:24]3[CH:32]=[CH:31][C:27]([C:28]([NH:60][CH2:59][CH2:57][C:56]([O:55][CH2:53][CH3:54])=[O:61])=[O:29])=[CH:26][CH:25]=3)[N:8]=2)[CH2:6][CH2:5][CH2:4][CH2:3][CH2:2]1. Given the reactants [CH:1]1([C:7]2[CH:11]=[C:10]([C:12]3[CH:17]=[CH:16][C:15]([O:18][C:19]([F:22])([F:21])[F:20])=[CH:14][CH:13]=3)[N:9]([CH2:23][C:24]3[CH:32]=[CH:31][C:27]([C:28](O)=[O:29])=[CH:26][CH:25]=3)[N:8]=2)[CH2:6][CH2:5][CH2:4][CH2:3][CH2:2]1.C1C=CC2N(O)N=NC=2C=1.CCN(C(C)C)C(C)C.Cl.[CH2:53]([O:55][C:56](=[O:61])[C@H:57]([CH2:59][NH2:60])N)[CH3:54], predict the reaction product. (2) Given the reactants [Cl:1][C:2]1[CH:3]=[N:4][C:5]2[N:6]([N:8]=[C:9]([C:11]([OH:13])=O)[CH:10]=2)[CH:7]=1.[F:14][C:15]1[CH:24]=[CH:23][CH:22]=[C:21]2[C:16]=1[CH2:17][CH2:18][NH:19][CH:20]2[CH2:25][CH3:26], predict the reaction product. The product is: [Cl:1][C:2]1[CH:3]=[N:4][C:5]2[N:6]([N:8]=[C:9]([C:11]([N:19]3[CH2:18][CH2:17][C:16]4[C:21](=[CH:22][CH:23]=[CH:24][C:15]=4[F:14])[CH:20]3[CH2:25][CH3:26])=[O:13])[CH:10]=2)[CH:7]=1.